Task: Predict the reaction yield, written as a fraction of the theoretical maximum amount of product (1.0 means a 100% yield; for example, 0.34 means a 34% yield).. Dataset: Reaction yield outcomes from USPTO patents with 853,638 reactions The reactants are [C:1]([C:5]1[N:6]([CH3:17])[C:7]2[C:12]([CH:13]=1)=[CH:11][C:10]([N+:14]([O-])=O)=[CH:9][CH:8]=2)([CH3:4])([CH3:3])[CH3:2]. The catalyst is CO.[Ni]. The product is [C:1]([C:5]1[N:6]([CH3:17])[C:7]2[C:12]([CH:13]=1)=[CH:11][C:10]([NH2:14])=[CH:9][CH:8]=2)([CH3:4])([CH3:2])[CH3:3]. The yield is 0.660.